Dataset: Forward reaction prediction with 1.9M reactions from USPTO patents (1976-2016). Task: Predict the product of the given reaction. (1) Given the reactants [CH:1]1[C:14]2[C:5](=[N:6][CH:7]=[C:8]3[C:13]=2[CH:12]=[CH:11][CH:10]=[CH:9]3)[CH:4]=[CH:3][CH:2]=1.[CH:15]1([C:21](Cl)=[O:22])[CH2:20][CH2:19][CH2:18][CH2:17][CH2:16]1.[NH:24]1[C:32]2[C:27](=[CH:28][CH:29]=[CH:30][CH:31]=2)[CH:26]=[CH:25]1, predict the reaction product. The product is: [CH:15]1([C:21]([N:6]2[CH:7]([C:26]3[C:27]4[C:32](=[CH:31][CH:30]=[CH:29][CH:28]=4)[NH:24][CH:25]=3)[C:8]3[C:13](=[CH:12][CH:11]=[CH:10][CH:9]=3)[C:14]3[CH:1]=[CH:2][CH:3]=[CH:4][C:5]2=3)=[O:22])[CH2:20][CH2:19][CH2:18][CH2:17][CH2:16]1. (2) Given the reactants Cl[C:2]1[C:11]2[C:6](=[CH:7][C:8]([O:14][CH3:15])=[C:9]([O:12][CH3:13])[CH:10]=2)[N:5]=[CH:4][CH:3]=1.[CH2:16]([O:18][C:19]([C:21]1[NH:22][C:23]2[C:28]([CH:29]=1)=[CH:27][C:26]([OH:30])=[CH:25][CH:24]=2)=[O:20])[CH3:17], predict the reaction product. The product is: [CH2:16]([O:18][C:19]([C:21]1[NH:22][C:23]2[C:28]([CH:29]=1)=[CH:27][C:26]([O:30][C:2]1[C:11]3[C:6](=[CH:7][C:8]([O:14][CH3:15])=[C:9]([O:12][CH3:13])[CH:10]=3)[N:5]=[CH:4][CH:3]=1)=[CH:25][CH:24]=2)=[O:20])[CH3:17]. (3) Given the reactants [Br:1][C:2]1[CH:3]=[CH:4][C:5]([O:25][CH3:26])=[C:6]([S:8]([NH:11][CH:12]2[CH2:17][CH2:16][N:15]([C:18]([O:20][C:21]([CH3:24])([CH3:23])[CH3:22])=[O:19])[CH2:14][CH2:13]2)(=[O:10])=[O:9])[CH:7]=1.FC(F)(F)S(O[CH2:33][C:34]([F:37])([F:36])[F:35])(=O)=O.C(=O)([O-])[O-].[K+].[K+].O, predict the reaction product. The product is: [C:21]([O:20][C:18]([N:15]1[CH2:16][CH2:17][CH:12]([N:11]([S:8]([C:6]2[CH:7]=[C:2]([Br:1])[CH:3]=[CH:4][C:5]=2[O:25][CH3:26])(=[O:9])=[O:10])[CH2:33][C:34]([F:37])([F:36])[F:35])[CH2:13][CH2:14]1)=[O:19])([CH3:22])([CH3:23])[CH3:24]. (4) Given the reactants [N:1]1([CH2:7][CH:8]([NH2:15])[C:9]2[CH:14]=[CH:13][CH:12]=[CH:11][CH:10]=2)[CH2:6][CH2:5][O:4][CH2:3][CH2:2]1.[F:16][C:17]1[N:32]=[CH:31][CH:30]=[CH:29][C:18]=1[C:19](NC1C=CC=CC=1C)=[O:20], predict the reaction product. The product is: [F:16][C:17]1[N:32]=[CH:31][CH:30]=[CH:29][C:18]=1[C:19]([NH:15][CH:8]([C:9]1[CH:10]=[CH:11][CH:12]=[CH:13][CH:14]=1)[CH2:7][N:1]1[CH2:6][CH2:5][O:4][CH2:3][CH2:2]1)=[O:20]. (5) Given the reactants [O:1]1[C:6]2[CH:7]=[CH:8][CH:9]=[CH:10][C:5]=2[NH:4][CH2:3][CH2:2]1.[OH:11][C:12]1[CH:20]=[CH:19][C:15]([C:16](Cl)=[O:17])=[CH:14][C:13]=1[N+:21]([O-:23])=[O:22], predict the reaction product. The product is: [O:1]1[C:6]2[CH:7]=[CH:8][CH:9]=[CH:10][C:5]=2[N:4]([C:16]([C:15]2[CH:19]=[CH:20][C:12]([OH:11])=[C:13]([N+:21]([O-:23])=[O:22])[CH:14]=2)=[O:17])[CH2:3][CH2:2]1. (6) The product is: [Br:1][C:2]1[CH:7]=[CH:6][C:5]([N+:8]([O-:10])=[O:9])=[CH:4][C:3]=1[NH:11][C:14](=[O:21])[C:15]1[CH:20]=[CH:19][CH:18]=[CH:17][CH:16]=1. Given the reactants [Br:1][C:2]1[CH:7]=[CH:6][C:5]([N+:8]([O-:10])=[O:9])=[CH:4][C:3]=1[NH2:11].[OH-].[Na+].[C:14](Cl)(=[O:21])[C:15]1[CH:20]=[CH:19][CH:18]=[CH:17][CH:16]=1, predict the reaction product. (7) Given the reactants [Cl:1][C:2]1[CH:3]=[C:4]([C:9]2[N:10]=[C:11]([CH2:14][C:15]3[CH:24]=[CH:23][C:18]([C:19]([O:21]C)=[O:20])=[CH:17][CH:16]=3)[S:12][CH:13]=2)[CH:5]=[CH:6][C:7]=1[Cl:8].C(O)C.[OH-].[Na+], predict the reaction product. The product is: [Cl:1][C:2]1[CH:3]=[C:4]([C:9]2[N:10]=[C:11]([CH2:14][C:15]3[CH:24]=[CH:23][C:18]([C:19]([OH:21])=[O:20])=[CH:17][CH:16]=3)[S:12][CH:13]=2)[CH:5]=[CH:6][C:7]=1[Cl:8]. (8) Given the reactants [F:1][C:2]1[CH:3]=[CH:4][C:5](B2OC(C)(C)C(C)(C)O2)=[C:6]2[C:10]=1[C@H:9]([O:11][C:12]1[CH:25]=[CH:24][C:15]3[C@H:16]([CH2:19][C:20]([O:22][CH3:23])=[O:21])[CH2:17][O:18][C:14]=3[CH:13]=1)[CH2:8][CH2:7]2.Br[C:36]1[C:47]([CH3:48])=[CH:46][C:39]([O:40][C@@H:41]2[CH2:45][CH2:44][O:43][CH2:42]2)=[CH:38][C:37]=1[CH3:49], predict the reaction product. The product is: [CH3:49][C:37]1[CH:38]=[C:39]([O:40][C@@H:41]2[CH2:45][CH2:44][O:43][CH2:42]2)[CH:46]=[C:47]([CH3:48])[C:36]=1[C:5]1[CH:4]=[CH:3][C:2]([F:1])=[C:10]2[C:6]=1[CH2:7][CH2:8][C@H:9]2[O:11][C:12]1[CH:25]=[CH:24][C:15]2[C@H:16]([CH2:19][C:20]([O:22][CH3:23])=[O:21])[CH2:17][O:18][C:14]=2[CH:13]=1. (9) Given the reactants [CH3:1][N:2]1[CH:7]=[C:6]([C:8]([O:10]CC)=O)[C:5](=[O:13])[C:4]2[CH:14]=[C:15]([CH2:17][N:18]3[CH2:23]C[O:21][CH2:20][CH2:19]3)[O:16][C:3]1=2.C(O[C:27]([Cl:29])=O)C.[CH2:30]([O:32][CH2:33][CH3:34])[CH3:31], predict the reaction product. The product is: [Cl:29][C:27]1[CH:15]=[CH:14][C:4]([CH2:3][NH:2][C:8]([C:6]2[C:5](=[O:13])[C:4]3[CH:14]=[C:15]([CH2:17][N:18]([CH2:19][CH:20]([C:30]4[O:32][CH:33]=[CH:34][CH:31]=4)[OH:21])[CH3:23])[O:16][C:3]=3[N:2]([CH3:1])[CH:7]=2)=[O:10])=[CH:5][CH:6]=1. (10) The product is: [CH3:25][O:24][C:22](=[O:23])[CH2:21][C:19]1[CH:18]=[CH:17][C:16]([C:26]2[CH:31]=[CH:30][C:29]([O:32][CH2:12][O:11][CH3:10])=[CH:28][CH:27]=2)=[C:15]([Cl:14])[CH:20]=1. Given the reactants C(N(C(C)C)CC)(C)C.[CH3:10][O:11][CH2:12]Cl.[Cl:14][C:15]1[CH:20]=[C:19]([CH2:21][C:22]([O:24][CH3:25])=[O:23])[CH:18]=[CH:17][C:16]=1[C:26]1[CH:31]=[CH:30][C:29]([OH:32])=[CH:28][CH:27]=1.O, predict the reaction product.